Dataset: Full USPTO retrosynthesis dataset with 1.9M reactions from patents (1976-2016). Task: Predict the reactants needed to synthesize the given product. (1) Given the product [Cl:1][C:2]1[CH:3]=[C:4]([S:9]([CH:12]2[CH2:17][CH2:16][N:15]([C:19]3[CH:24]=[CH:23][C:22]([C:25]([F:28])([F:27])[F:26])=[CH:21][N:20]=3)[CH2:14][CH2:13]2)(=[O:11])=[O:10])[CH:5]=[CH:6][C:7]=1[Cl:8], predict the reactants needed to synthesize it. The reactants are: [Cl:1][C:2]1[CH:3]=[C:4]([S:9]([CH:12]2[CH2:17][CH2:16][NH:15][CH2:14][CH2:13]2)(=[O:11])=[O:10])[CH:5]=[CH:6][C:7]=1[Cl:8].Cl[C:19]1[CH:24]=[CH:23][C:22]([C:25]([F:28])([F:27])[F:26])=[CH:21][N:20]=1. (2) Given the product [C:16]1([CH:17]([C:18]2[CH:9]=[CH:10][CH:2]=[CH:3][CH:4]=2)[N:6]2[C:7]3[C:3](=[C:2]([F:1])[CH:10]=[CH:9][C:8]=3[CH3:11])[C:4](=[O:13])[C:5]2=[O:12])[CH:20]=[CH:21][CH:22]=[CH:23][CH:15]=1, predict the reactants needed to synthesize it. The reactants are: [F:1][C:2]1[CH:10]=[CH:9][C:8]([CH3:11])=[C:7]2[C:3]=1[C:4](=[O:13])[C:5](=[O:12])[NH:6]2.Cl[C:15]1[CH:23]=[CH:22][CH:21]=[C:20]2[C:16]=1[C:17](=O)[C:18](=O)N2.